The task is: Predict the reaction yield, written as a fraction of the theoretical maximum amount of product (1.0 means a 100% yield; for example, 0.34 means a 34% yield).. This data is from Reaction yield outcomes from USPTO patents with 853,638 reactions. The reactants are [CH3:1][O:2][C:3]([CH:5]1[CH2:9][C:8](=O)[CH2:7][N:6]1[C:11]([O:13][CH2:14][C:15]1[CH:20]=[CH:19][CH:18]=[CH:17][CH:16]=1)=[O:12])=[O:4].[CH2:21]([SH:25])[CH2:22][CH2:23][SH:24]. The catalyst is C(Cl)Cl. The product is [CH3:1][O:2][C:3]([CH:5]1[CH2:9][C:8]2([S:25][CH2:21][CH2:22][CH2:23][S:24]2)[CH2:7][N:6]1[C:11]([O:13][CH2:14][C:15]1[CH:20]=[CH:19][CH:18]=[CH:17][CH:16]=1)=[O:12])=[O:4]. The yield is 0.600.